This data is from Full USPTO retrosynthesis dataset with 1.9M reactions from patents (1976-2016). The task is: Predict the reactants needed to synthesize the given product. (1) Given the product [Cl:1][C:2]1[CH:7]=[C:6]([CH2:8][Cl:12])[CH:5]=[CH:4][N:3]=1, predict the reactants needed to synthesize it. The reactants are: [Cl:1][C:2]1[CH:7]=[C:6]([CH2:8]O)[CH:5]=[CH:4][N:3]=1.S(Cl)([Cl:12])=O.CN(C)C=O.O. (2) Given the product [CH:1]1([CH:6]([OH:10])[C:7]([NH:12][C@H:13]([C:15]([C:17]2([NH2:42])[C:23](=[O:24])[N:22]([C:25]3[CH:30]=[CH:29][CH:28]=[CH:27][CH:26]=3)[C:21]3[CH:31]=[CH:32][CH:33]=[CH:34][C:20]=3[N:19]([C:35]3[CH:36]=[CH:37][CH:38]=[CH:39][CH:40]=3)[C:18]2=[O:41])=[O:16])[CH3:14])=[O:9])[CH2:2][CH2:3][CH2:4][CH2:5]1, predict the reactants needed to synthesize it. The reactants are: [CH:1]1([CH:6]([OH:10])[C:7]([OH:9])=O)[CH2:5][CH2:4][CH2:3][CH2:2]1.Cl.[NH2:12][C@H:13]([C:15]([C:17]1([NH2:42])[C:23](=[O:24])[N:22]([C:25]2[CH:30]=[CH:29][CH:28]=[CH:27][CH:26]=2)[C:21]2[CH:31]=[CH:32][CH:33]=[CH:34][C:20]=2[N:19]([C:35]2[CH:40]=[CH:39][CH:38]=[CH:37][CH:36]=2)[C:18]1=[O:41])=[O:16])[CH3:14]. (3) Given the product [F:27][C:21]1[CH:22]=[C:23]([F:26])[CH:24]=[CH:25][C:20]=1[N:16]1[C:15]([C:9]2[S:8][C:7]3[C:6]4[N:28]=[C:2]([C:36]5[CH:37]=[CH:38][C:39]([OH:42])=[N:40][CH:41]=5)[CH:3]=[CH:4][C:5]=4[O:14][CH2:13][CH2:12][C:11]=3[CH:10]=2)=[N:19][CH:18]=[N:17]1, predict the reactants needed to synthesize it. The reactants are: Cl[C:2]1[CH:3]=[CH:4][C:5]2[O:14][CH2:13][CH2:12][C:11]3[CH:10]=[C:9]([C:15]4[N:16]([C:20]5[CH:25]=[CH:24][C:23]([F:26])=[CH:22][C:21]=5[F:27])[N:17]=[CH:18][N:19]=4)[S:8][C:7]=3[C:6]=2[N:28]=1.CC1(C)C(C)OB([C:36]2[CH:37]=[CH:38][C:39]([OH:42])=[N:40][CH:41]=2)O1.C([O-])([O-])=O.[Cs+].[Cs+]. (4) The reactants are: [C:1]([C:5]1[CH:10]=[CH:9][C:8]([C:11]2[NH:19][C:14]3=[N:15][CH:16]=[CH:17][N:18]=[C:13]3[C:12]=2[CH2:20][CH2:21][CH2:22][NH2:23])=[CH:7][CH:6]=1)([CH3:4])([CH3:3])[CH3:2].[CH2:24]([N:27]=[C:28]=[O:29])[CH2:25][CH3:26].O. Given the product [C:1]([C:5]1[CH:10]=[CH:9][C:8]([C:11]2[NH:19][C:14]3=[N:15][CH:16]=[CH:17][N:18]=[C:13]3[C:12]=2[CH2:20][CH2:21][CH2:22][NH:23][C:28]([NH:27][CH2:24][CH2:25][CH3:26])=[O:29])=[CH:7][CH:6]=1)([CH3:4])([CH3:2])[CH3:3], predict the reactants needed to synthesize it. (5) Given the product [Cl:11][CH2:12][C:13]1[N:8]([CH3:9])[C:5]2[CH:6]=[CH:7][C:2]([F:1])=[CH:3][C:4]=2[N:10]=1, predict the reactants needed to synthesize it. The reactants are: [F:1][C:2]1[CH:3]=[C:4]([NH2:10])[C:5]([NH:8][CH3:9])=[CH:6][CH:7]=1.[Cl:11][CH2:12][C:13](O)=O. (6) Given the product [CH:32]([NH:35][C:29]([C:10]1[N:11]([CH3:28])[C:12]([CH2:16][NH:17][S:18]([C:21]2[CH:26]=[CH:25][CH:24]=[C:23]([Cl:27])[CH:22]=2)(=[O:20])=[O:19])=[CH:13][C:14](=[O:15])[C:9]=1[O:8][CH2:1][C:2]1[CH:3]=[CH:4][CH:5]=[CH:6][CH:7]=1)=[O:31])([CH3:34])[CH3:33], predict the reactants needed to synthesize it. The reactants are: [CH2:1]([O:8][C:9]1[C:14](=[O:15])[CH:13]=[C:12]([CH2:16][NH:17][S:18]([C:21]2[CH:26]=[CH:25][CH:24]=[C:23]([Cl:27])[CH:22]=2)(=[O:20])=[O:19])[N:11]([CH3:28])[C:10]=1[C:29]([OH:31])=O)[C:2]1[CH:7]=[CH:6][CH:5]=[CH:4][CH:3]=1.[CH:32]([NH:35]C(C1N(C)C(CNS(C2C=CC=CC=2)(=O)=O)=CC(=O)C=1OCC1C=CC=CC=1)=O)([CH3:34])[CH3:33]. (7) Given the product [F:31][CH:29]([F:30])[O:28][C:25]1[CH:26]=[CH:27][C:22]([NH:21][C:18]2[N:17]=[CH:16][C:15]([CH2:14][CH2:13][C:12]3[CH:11]=[CH:10][C:9]([OH:8])=[CH:33][CH:32]=3)=[CH:20][N:19]=2)=[CH:23][CH:24]=1, predict the reactants needed to synthesize it. The reactants are: C([O:8][C:9]1[CH:33]=[CH:32][C:12](/[CH:13]=[CH:14]/[C:15]2[CH:16]=[N:17][C:18]([NH:21][C:22]3[CH:27]=[CH:26][C:25]([O:28][CH:29]([F:31])[F:30])=[CH:24][CH:23]=3)=[N:19][CH:20]=2)=[CH:11][CH:10]=1)C1C=CC=CC=1. (8) The reactants are: [CH2:1](Cl)[C:2]1[CH:7]=[CH:6][CH:5]=[CH:4][CH:3]=1.[CH2:9]([S-:11])[CH3:10].[Na+]. Given the product [C:2]1([CH2:1][S:11][CH2:9][CH3:10])[CH:7]=[CH:6][CH:5]=[CH:4][CH:3]=1, predict the reactants needed to synthesize it. (9) Given the product [C:1]([O:4][CH2:5][C:6]1[CH:7]=[CH:8][C:9]([CH2:13][C:14]2[CH:15]=[CH:16][C:17]([CH2:20][CH3:21])=[CH:18][CH:19]=2)=[C:10]([O:12][CH2:22][C:23]2[CH:28]=[CH:27][CH:26]=[CH:25][CH:24]=2)[CH:11]=1)(=[O:3])[CH3:2], predict the reactants needed to synthesize it. The reactants are: [C:1]([O:4][CH2:5][C:6]1[CH:7]=[CH:8][C:9]([CH2:13][C:14]2[CH:19]=[CH:18][C:17]([CH2:20][CH3:21])=[CH:16][CH:15]=2)=[C:10]([OH:12])[CH:11]=1)(=[O:3])[CH3:2].[CH2:22](Br)[C:23]1[CH:28]=[CH:27][CH:26]=[CH:25][CH:24]=1.C(=O)([O-])[O-].[K+].[K+].O.